This data is from Forward reaction prediction with 1.9M reactions from USPTO patents (1976-2016). The task is: Predict the product of the given reaction. (1) Given the reactants [CH2:1]([NH:4][C:5]1[C:6]2[N:16]=[C:15]([NH:17][CH3:18])[N:14]=[C:13]([NH:19][CH2:20][CH:21]=[CH2:22])[C:7]=2[N:8]=[C:9]([NH:11][CH3:12])[N:10]=1)[CH:2]=[CH2:3].Cl.C(OCC)C.Cl.[Cl:30]C1N=C(NCCC)C2N=C(NC)N=C(NCCC)C=2N=1, predict the reaction product. The product is: [ClH:30].[CH2:1]([NH:4][C:5]1[C:6]2[N:16]=[C:15]([NH:17][CH3:18])[N:14]=[C:13]([NH:19][CH2:20][CH:21]=[CH2:22])[C:7]=2[N:8]=[C:9]([NH:11][CH3:12])[N:10]=1)[CH:2]=[CH2:3]. (2) Given the reactants Br[C:2]1[CH:7]=[C:6]([N+:8]([O-:10])=[O:9])[C:5]([NH2:11])=[C:4]([Cl:12])[CH:3]=1.[F:13][C:14]1[CH:19]=[CH:18][CH:17]=[CH:16][C:15]=1B(O)O.C([O-])([O-])=O.[Na+].[Na+], predict the reaction product. The product is: [Cl:12][C:4]1[CH:3]=[C:2]([C:15]2[CH:16]=[CH:17][CH:18]=[CH:19][C:14]=2[F:13])[CH:7]=[C:6]([N+:8]([O-:10])=[O:9])[C:5]=1[NH2:11]. (3) Given the reactants [C:1]([O-:4])(=O)[CH3:2].[K+].CS(C)=O.BrC1C=[N:13][C:14]([S:17]([CH3:20])(=[O:19])=[O:18])=[CH:15][CH:16]=1.C(OCC)(=O)C, predict the reaction product. The product is: [CH3:20][S:17]([C:14]1[N:13]=[CH:2][C:1]([OH:4])=[CH:16][CH:15]=1)(=[O:19])=[O:18]. (4) The product is: [C:1]1([NH:7][NH:8][C:9]([CH:11]2[C:15]([CH3:17])([CH3:16])[S:14][C:13]([C:18]3[S:19][C:20]4[CH:21]=[C:23]([OH:31])[CH:24]=[CH:25][C:26]=4[N:22]=3)=[N:12]2)=[O:10])[CH:2]=[CH:3][CH:4]=[CH:5][CH:6]=1. Given the reactants [C:1]1([NH:7][NH:8][C:9]([CH:11]2[C:15]([CH3:17])([CH3:16])[S:14][C:13]([C:18]3[S:19][C:20]4[CH:26]=[C:25](C(C)(C)C)[CH:24]=[C:23]([O:31][SiH](C)C)[C:21]=4[N:22]=3)=[N:12]2)=[O:10])[CH:6]=[CH:5][CH:4]=[CH:3][CH:2]=1.ClCCl, predict the reaction product. (5) Given the reactants FC1C=C(NC(NC(=O)CC2C=CC=CC=2)=S)C=CC=1OC1C2C(=CC(OC)=C(C(OC(C)(C)C)=O)C=2)N=CC=1.[F:41][C:42]1[CH:64]=[C:63]([NH:65][C:66]([NH:68][C:69](=[O:79])[CH2:70][C:71]2[CH:76]=[CH:75][CH:74]=[C:73]([O:77][CH3:78])[CH:72]=2)=[S:67])[CH:62]=[CH:61][C:43]=1[O:44][C:45]1[C:54]2[C:49](=[CH:50][C:51]([O:59][CH3:60])=[C:52]([C:55]([NH:57][CH3:58])=[O:56])[CH:53]=2)[N:48]=[CH:47][CH:46]=1, predict the reaction product. The product is: [NH2:65][C:63]1[CH:62]=[CH:61][C:43]([O:44][C:45]2[C:54]3[C:49](=[CH:50][C:51]([O:59][CH3:60])=[C:52]([C:55]([NH:57][CH3:58])=[O:56])[CH:53]=3)[N:48]=[CH:47][CH:46]=2)=[C:42]([F:41])[CH:64]=1.[CH3:78][O:77][C:73]1[CH:72]=[C:71]([CH2:70][C:69]([N:68]=[C:66]=[S:67])=[O:79])[CH:76]=[CH:75][CH:74]=1. (6) Given the reactants [Br:1][C:2]1[CH:9]=[CH:8][C:5](C=O)=[CH:4][CH:3]=1.[CH3:10][NH:11][CH2:12][CH:13]([C:15]1[CH:20]=[CH:19][CH:18]=[CH:17][CH:16]=1)[OH:14].[BH-](OC(C)=O)(OC(C)=O)O[C:23](C)=O.[Na+], predict the reaction product. The product is: [Br:1][C:2]1[CH:9]=[CH:8][C:5]([CH2:10][N:11]([CH2:12][CH:13]([C:15]2[CH:20]=[CH:19][CH:18]=[CH:17][CH:16]=2)[OH:14])[CH3:23])=[CH:4][CH:3]=1. (7) The product is: [CH3:1][C:2]1[C:3](=[O:27])[O:4][C:5]([C:10]2[O:11][C:12]3[CH:18]=[CH:17][C:16]([CH2:19][CH:20]4[C:24](=[O:25])[NH:23][C:22](=[O:26])[S:21]4)=[CH:15][C:13]=3[CH:14]=2)=[C:6]([CH3:9])[C:7]=1[OH:8]. Given the reactants [CH3:1][C:2]1[C:3](=[O:27])[O:4][C:5]([C:10]2[O:11][C:12]3[CH:18]=[CH:17][C:16]([CH:19]=[C:20]4[C:24](=[O:25])[NH:23][C:22](=[O:26])[S:21]4)=[CH:15][C:13]=3[CH:14]=2)=[C:6]([CH3:9])[C:7]=1[OH:8].CCO.[H][H], predict the reaction product. (8) Given the reactants [F:1][C:2]1[CH:7]=[CH:6][C:5]([C:8]2([C:12]([OH:14])=O)[CH2:11][CH2:10][CH2:9]2)=[CH:4][CH:3]=1.[CH3:15][NH:16][C@H:17]1[CH2:36][N:21]2[C:22]3[C:27]([C:28]([CH2:29][C:30]([O:32]CCC)=[O:31])=[C:20]2[CH2:19][CH2:18]1)=[CH:26][CH:25]=[CH:24][CH:23]=3, predict the reaction product. The product is: [F:1][C:2]1[CH:3]=[CH:4][C:5]([C:8]2([C:12]([N:16]([CH3:15])[C@H:17]3[CH2:36][N:21]4[C:22]5[C:27]([C:28]([CH2:29][C:30]([OH:32])=[O:31])=[C:20]4[CH2:19][CH2:18]3)=[CH:26][CH:25]=[CH:24][CH:23]=5)=[O:14])[CH2:9][CH2:10][CH2:11]2)=[CH:6][CH:7]=1.